Dataset: Reaction yield outcomes from USPTO patents with 853,638 reactions. Task: Predict the reaction yield, written as a fraction of the theoretical maximum amount of product (1.0 means a 100% yield; for example, 0.34 means a 34% yield). (1) The reactants are [I:1][C:2]1[CH:7]=[CH:6][C:5]([C:8]([C:10]2[CH:19]=[CH:18][C:17]3[C:16]([CH3:21])([CH3:20])[CH2:15][CH2:14][C:13]([CH3:23])([CH3:22])[C:12]=3[CH:11]=2)=[O:9])=[CH:4][CH:3]=1.[CH2:24](O)[CH2:25][OH:26].CC1C=CC(S(O)(=O)=O)=CC=1. The catalyst is C1(C)C=CC=CC=1. The product is [I:1][C:2]1[CH:3]=[CH:4][C:5]([C:8]2([C:10]3[CH:19]=[CH:18][C:17]4[C:16]([CH3:21])([CH3:20])[CH2:15][CH2:14][C:13]([CH3:23])([CH3:22])[C:12]=4[CH:11]=3)[O:26][CH2:25][CH2:24][O:9]2)=[CH:6][CH:7]=1. The yield is 0.500. (2) The reactants are [CH3:1][O:2][C:3]1[CH:8]=[C:7]([N+:9]([O-:11])=[O:10])[CH:6]=[CH:5][C:4]=1[OH:12].Br[CH2:14][CH2:15][Cl:16].C(=O)([O-])[O-].[K+].[K+]. The catalyst is CN(C=O)C. The product is [Cl:16][CH2:15][CH2:14][O:12][C:4]1[CH:5]=[CH:6][C:7]([N+:9]([O-:11])=[O:10])=[CH:8][C:3]=1[O:2][CH3:1]. The yield is 0.560. (3) The reactants are [CH3:1][C:2]1[NH:6][N:5]=[C:4]([NH2:7])[CH:3]=1.Br[C:9]1[C:10](=[O:17])[N:11]([CH3:16])[CH:12]=[C:13]([Br:15])[CH:14]=1.C(=O)([O-])[O-].[Cs+].[Cs+].CC1(C)C2C(=C(P(C3C=CC=CC=3)C3C=CC=CC=3)C=CC=2)OC2C(P(C3C=CC=CC=3)C3C=CC=CC=3)=CC=CC1=2. The catalyst is C1C=CC(/C=C/C(/C=C/C2C=CC=CC=2)=O)=CC=1.C1C=CC(/C=C/C(/C=C/C2C=CC=CC=2)=O)=CC=1.C1C=CC(/C=C/C(/C=C/C2C=CC=CC=2)=O)=CC=1.[Pd].[Pd].O1CCOCC1. The product is [Br:15][C:13]1[CH:14]=[C:9]([NH:7][C:4]2[CH:3]=[C:2]([CH3:1])[NH:6][N:5]=2)[C:10](=[O:17])[N:11]([CH3:16])[CH:12]=1. The yield is 0.850. (4) The reactants are Br[C:2]1[CH:3]=[C:4]2[C:8](=[C:9]([C:11]([NH2:13])=[O:12])[CH:10]=1)[NH:7][CH:6]=[C:5]2[CH:14]1[CH2:19][CH2:18][CH2:17][S:16](=[O:21])(=[O:20])[CH2:15]1.[F:22][C:23]1[CH:28]=[CH:27][C:26](B(O)O)=[CH:25][CH:24]=1.C(=O)([O-])[O-].[K+].[K+]. The catalyst is O1CCOCC1.O.C1C=CC(P(C2C=CC=CC=2)[C-]2C=CC=C2)=CC=1.C1C=CC(P(C2C=CC=CC=2)[C-]2C=CC=C2)=CC=1.Cl[Pd]Cl.[Fe+2]. The product is [O:20]=[S:16]1(=[O:21])[CH2:17][CH2:18][CH2:19][CH:14]([C:5]2[C:4]3[C:8](=[C:9]([C:11]([NH2:13])=[O:12])[CH:10]=[C:2]([C:26]4[CH:27]=[CH:28][C:23]([F:22])=[CH:24][CH:25]=4)[CH:3]=3)[NH:7][CH:6]=2)[CH2:15]1. The yield is 0.300. (5) The reactants are Br[C:2]1[N:7]=[C:6]([CH3:8])[CH:5]=[CH:4][N:3]=1.[NH2:9][C@H:10]1[C:19]2[C:14](=[CH:15][CH:16]=[C:17]([CH:20]3[CH2:25][CH2:24][O:23][CH2:22][CH2:21]3)[CH:18]=2)[N:13]([C:26](=[O:28])[CH3:27])[C@@H:12]([CH3:29])[C@@H:11]1[CH3:30].CC(C)([O-])C.[Na+].CN(C1C(C2C(P(C3CCCCC3)C3CCCCC3)=CC=CC=2)=CC=CC=1)C. The catalyst is O1CCOCC1.C1C=CC(/C=C/C(/C=C/C2C=CC=CC=2)=O)=CC=1.C1C=CC(/C=C/C(/C=C/C2C=CC=CC=2)=O)=CC=1.C1C=CC(/C=C/C(/C=C/C2C=CC=CC=2)=O)=CC=1.[Pd].[Pd]. The product is [CH3:29][C@H:12]1[C@H:11]([CH3:30])[C@@H:10]([NH:9][C:2]2[N:7]=[C:6]([CH3:8])[CH:5]=[CH:4][N:3]=2)[C:19]2[C:14](=[CH:15][CH:16]=[C:17]([CH:20]3[CH2:25][CH2:24][O:23][CH2:22][CH2:21]3)[CH:18]=2)[N:13]1[C:26](=[O:28])[CH3:27]. The yield is 0.123. (6) The reactants are [Cl:1][C:2]1[C:7]([C:8]2[CH:9]=[C:10]3[C:14](=[CH:15][CH:16]=2)[NH:13][N:12]=[CH:11]3)=[CH:6][CH:5]=[CH:4][N:3]=1.Br[C:18]1C=C2C(=CC=1C)N(C(OC(C)(C)C)=O)N=C2.ClC1C(B2OC(C)(C)C(C)(C)O2)=CC=CN=1.C([O-])([O-])=O.[Na+].[Na+]. The catalyst is O1CCOCC1.C1C=CC([P]([Pd]([P](C2C=CC=CC=2)(C2C=CC=CC=2)C2C=CC=CC=2)([P](C2C=CC=CC=2)(C2C=CC=CC=2)C2C=CC=CC=2)[P](C2C=CC=CC=2)(C2C=CC=CC=2)C2C=CC=CC=2)(C2C=CC=CC=2)C2C=CC=CC=2)=CC=1. The product is [Cl:1][C:2]1[C:7]([C:8]2[CH:9]=[C:10]3[C:14](=[CH:15][C:16]=2[CH3:18])[NH:13][N:12]=[CH:11]3)=[CH:6][CH:5]=[CH:4][N:3]=1. The yield is 0.670. (7) The reactants are [Cl:1][C:2]1[CH:25]=[CH:24][CH:23]=[C:22]([Cl:26])[C:3]=1[CH2:4][O:5][C:6]1[C:7]([NH2:21])=[N:8][CH:9]=[C:10]([C:12]2[CH:13]=[C:14]3[C:18](=[CH:19][CH:20]=2)[NH:17][CH:16]=[CH:15]3)[CH:11]=1.[CH3:27][N:28]1[CH2:33][CH2:32][C:31](=O)[CH2:30][CH2:29]1. The catalyst is C(O)(=O)C.FC(F)(F)C(O)=O. The product is [Cl:1][C:2]1[CH:25]=[CH:24][CH:23]=[C:22]([Cl:26])[C:3]=1[CH2:4][O:5][C:6]1[C:7]([NH2:21])=[N:8][CH:9]=[C:10]([C:12]2[CH:13]=[C:14]3[C:18](=[CH:19][CH:20]=2)[NH:17][CH:16]=[C:15]3[C:31]2[CH2:32][CH2:33][N:28]([CH3:27])[CH2:29][CH:30]=2)[CH:11]=1. The yield is 0.410. (8) The yield is 0.650. The reactants are [CH:1]1([N:4]2[C:13]3[C:8](=[CH:9][C:10]([F:19])=[C:11]([F:18])[C:12]=3[O:14]C(C)C)[C:7](=[O:20])[C:6]([C:21]([O:23][CH2:24][CH3:25])=[O:22])=[CH:5]2)[CH2:3][CH2:2]1.[N+:26]([O-])([O-:28])=[O:27].[K+]. The catalyst is OS(O)(=O)=O. The product is [CH:1]1([N:4]2[C:13]3[C:8](=[C:9]([N+:26]([O-:28])=[O:27])[C:10]([F:19])=[C:11]([F:18])[C:12]=3[OH:14])[C:7](=[O:20])[C:6]([C:21]([O:23][CH2:24][CH3:25])=[O:22])=[CH:5]2)[CH2:3][CH2:2]1.